From a dataset of TCR-epitope binding with 47,182 pairs between 192 epitopes and 23,139 TCRs. Binary Classification. Given a T-cell receptor sequence (or CDR3 region) and an epitope sequence, predict whether binding occurs between them. (1) The epitope is HTTDPSFLGRY. The TCR CDR3 sequence is CASGREGPYNEQFF. Result: 1 (the TCR binds to the epitope). (2) The epitope is EPLPQGQLTAY. The TCR CDR3 sequence is CASSPSGRDTPKYGYTF. Result: 0 (the TCR does not bind to the epitope). (3) The epitope is DRFYKTLRAEQASQEV. Result: 0 (the TCR does not bind to the epitope). The TCR CDR3 sequence is CASSYPTDPEQFF. (4) The epitope is TLIGDCATV. The TCR CDR3 sequence is CAIKTIAGPADTQYF. Result: 1 (the TCR binds to the epitope). (5) The epitope is ITEEVGHTDLMAAY. The TCR CDR3 sequence is CASSSSTSPYEQYF. Result: 1 (the TCR binds to the epitope). (6) The epitope is YLQPRTFLL. The TCR CDR3 sequence is CASSPLGGGNTGELFF. Result: 1 (the TCR binds to the epitope). (7) The epitope is KLPDDFTGCV. The TCR CDR3 sequence is CASSQEERGGLGDTQYF. Result: 1 (the TCR binds to the epitope). (8) The epitope is TLDSKTQSL. The TCR CDR3 sequence is CSVPGPLREQYF. Result: 0 (the TCR does not bind to the epitope). (9) The epitope is TLIGDCATV. The TCR CDR3 sequence is CASQDRGDGYTF. Result: 1 (the TCR binds to the epitope). (10) The epitope is TLIGDCATV. The TCR CDR3 sequence is CASSFSHREGPSHHQFF. Result: 0 (the TCR does not bind to the epitope).